From a dataset of Full USPTO retrosynthesis dataset with 1.9M reactions from patents (1976-2016). Predict the reactants needed to synthesize the given product. (1) Given the product [ClH:1].[Cl:1][C:2]1[CH:3]=[C:4]2[C:8](=[CH:9][CH:10]=1)[NH:7][C:6]([C:11]([NH:13][C@H:14]1[CH2:19][CH2:18][C@H:17]([C:20]([N:22]([CH3:24])[CH3:23])=[O:21])[CH2:16][C@H:15]1[NH:25][C:26]([C:28]1[N:29]=[CH:30][C:31]3[CH2:36][N:35]([CH3:37])[CH2:34][C:32]=3[N:33]=1)=[O:27])=[O:12])=[CH:5]2, predict the reactants needed to synthesize it. The reactants are: [Cl:1][C:2]1[CH:3]=[C:4]2[C:8](=[CH:9][CH:10]=1)[NH:7][C:6]([C:11]([NH:13][C@H:14]1[CH2:19][CH2:18][C@H:17]([C:20]([N:22]([CH3:24])[CH3:23])=[O:21])[CH2:16][C@H:15]1[NH:25][C:26]([C:28]1[N:29]=[CH:30][C:31]3[CH2:36][N:35]([C:37](OC(C)(C)C)=O)[CH2:34][C:32]=3[N:33]=1)=[O:27])=[O:12])=[CH:5]2.FC(F)(F)C(O)=O. (2) Given the product [CH:19]1([C:8]2[N:7]=[C:6]([C:4]([OH:5])=[O:3])[C:11]([NH:12][C:13]3[CH:18]=[N:17][CH:16]=[N:15][CH:14]=3)=[CH:10][CH:9]=2)[CH2:20][CH2:21]1, predict the reactants needed to synthesize it. The reactants are: C([O:3][C:4]([C:6]1[C:11]([NH:12][C:13]2[CH:14]=[N:15][CH:16]=[N:17][CH:18]=2)=[CH:10][CH:9]=[C:8]([CH:19]2[CH2:21][CH2:20]2)[N:7]=1)=[O:5])C.[OH-].[Na+].Cl. (3) Given the product [NH2:1][C:2]1[C:7]([F:8])=[C:6]([Cl:9])[N:5]=[C:4]([C:10]([O:12][CH3:13])=[O:11])[C:3]=1[Br:14], predict the reactants needed to synthesize it. The reactants are: [NH2:1][C:2]1[C:7]([F:8])=[C:6]([Cl:9])[N:5]=[C:4]([C:10]([O:12][CH3:13])=[O:11])[CH:3]=1.[Br:14]N1C(C)(C)C(=O)N(Br)C1=O.OS([O-])=O.[Na+].CCOC(C)=O.